Task: Regression. Given a peptide amino acid sequence and an MHC pseudo amino acid sequence, predict their binding affinity value. This is MHC class I binding data.. Dataset: Peptide-MHC class I binding affinity with 185,985 pairs from IEDB/IMGT (1) The peptide sequence is TEMYIMYAM. The binding affinity (normalized) is 1.00. The MHC is HLA-B40:01 with pseudo-sequence HLA-B40:01. (2) The peptide sequence is KEPVESCPL. The MHC is HLA-B45:01 with pseudo-sequence HLA-B45:01. The binding affinity (normalized) is 0. (3) The peptide sequence is MLLKGTLFM. The MHC is HLA-A29:02 with pseudo-sequence HLA-A29:02. The binding affinity (normalized) is 0.588. (4) The peptide sequence is GASKRSWPLN. The MHC is HLA-B57:01 with pseudo-sequence HLA-B57:01. The binding affinity (normalized) is 0.568.